This data is from TCR-epitope binding with 47,182 pairs between 192 epitopes and 23,139 TCRs. The task is: Binary Classification. Given a T-cell receptor sequence (or CDR3 region) and an epitope sequence, predict whether binding occurs between them. (1) The epitope is ILHCANFNV. The TCR CDR3 sequence is CASSLPLAGDTGELFF. Result: 0 (the TCR does not bind to the epitope). (2) The epitope is IPIQASLPF. The TCR CDR3 sequence is CASSLEGLRTEAFF. Result: 1 (the TCR binds to the epitope). (3) The TCR CDR3 sequence is CASSEGTTYEQYF. The epitope is TLDSKTQSL. Result: 0 (the TCR does not bind to the epitope). (4) The epitope is SQASSRSSSR. The TCR CDR3 sequence is CATSDTPYEEQYF. Result: 0 (the TCR does not bind to the epitope).